This data is from Forward reaction prediction with 1.9M reactions from USPTO patents (1976-2016). The task is: Predict the product of the given reaction. Given the reactants [CH3:1][C:2]([S@:5]([NH2:7])=[O:6])([CH3:4])[CH3:3].[Br:8][C:9]1[CH:10]=[C:11]([C:16](=O)[CH2:17][F:18])[C:12]([F:15])=[N:13][CH:14]=1.O.C(=O)(O)[O-], predict the reaction product. The product is: [Br:8][C:9]1[CH:10]=[C:11](/[C:16](=[N:7]\[S@@:5]([C:2]([CH3:4])([CH3:3])[CH3:1])=[O:6])/[CH2:17][F:18])[C:12]([F:15])=[N:13][CH:14]=1.